The task is: Predict the reaction yield, written as a fraction of the theoretical maximum amount of product (1.0 means a 100% yield; for example, 0.34 means a 34% yield).. This data is from Reaction yield outcomes from USPTO patents with 853,638 reactions. The reactants are Br[C:2]1[CH:10]=[C:9]2[C:5]([C:6]3([CH2:15][CH2:14][CH2:13][CH2:12]3)[C:7](=[O:11])[NH:8]2)=[CH:4][CH:3]=1.[B:16]1([B:16]2[O:20][C:19]([CH3:22])([CH3:21])[C:18]([CH3:24])([CH3:23])[O:17]2)[O:20][C:19]([CH3:22])([CH3:21])[C:18]([CH3:24])([CH3:23])[O:17]1.C([O-])(=O)C.[K+]. The catalyst is CN(C=O)C. The product is [CH3:23][C:18]1([CH3:24])[C:19]([CH3:22])([CH3:21])[O:20][B:16]([C:2]2[CH:10]=[C:9]3[C:5]([C:6]4([CH2:15][CH2:14][CH2:13][CH2:12]4)[C:7](=[O:11])[NH:8]3)=[CH:4][CH:3]=2)[O:17]1. The yield is 0.300.